Dataset: NCI-60 drug combinations with 297,098 pairs across 59 cell lines. Task: Regression. Given two drug SMILES strings and cell line genomic features, predict the synergy score measuring deviation from expected non-interaction effect. (1) Drug 1: CCC1=CC2CC(C3=C(CN(C2)C1)C4=CC=CC=C4N3)(C5=C(C=C6C(=C5)C78CCN9C7C(C=CC9)(C(C(C8N6C)(C(=O)OC)O)OC(=O)C)CC)OC)C(=O)OC.C(C(C(=O)O)O)(C(=O)O)O. Drug 2: C1CNP(=O)(OC1)N(CCCl)CCCl. Cell line: PC-3. Synergy scores: CSS=28.9, Synergy_ZIP=-1.30, Synergy_Bliss=-0.100, Synergy_Loewe=-41.5, Synergy_HSA=2.09. (2) Drug 1: CC1C(C(CC(O1)OC2CC(CC3=C2C(=C4C(=C3O)C(=O)C5=C(C4=O)C(=CC=C5)OC)O)(C(=O)CO)O)N)O.Cl. Drug 2: C1C(C(OC1N2C=NC(=NC2=O)N)CO)O. Cell line: HL-60(TB). Synergy scores: CSS=49.6, Synergy_ZIP=5.24, Synergy_Bliss=8.68, Synergy_Loewe=9.63, Synergy_HSA=13.1. (3) Drug 1: CN1C(=O)N2C=NC(=C2N=N1)C(=O)N. Drug 2: CCN(CC)CCNC(=O)C1=C(NC(=C1C)C=C2C3=C(C=CC(=C3)F)NC2=O)C. Cell line: COLO 205. Synergy scores: CSS=3.91, Synergy_ZIP=-0.868, Synergy_Bliss=2.61, Synergy_Loewe=0.879, Synergy_HSA=0.974. (4) Drug 1: CC1=C(C(=CC=C1)Cl)NC(=O)C2=CN=C(S2)NC3=CC(=NC(=N3)C)N4CCN(CC4)CCO. Drug 2: CCCCC(=O)OCC(=O)C1(CC(C2=C(C1)C(=C3C(=C2O)C(=O)C4=C(C3=O)C=CC=C4OC)O)OC5CC(C(C(O5)C)O)NC(=O)C(F)(F)F)O. Cell line: CAKI-1. Synergy scores: CSS=59.3, Synergy_ZIP=-1.45, Synergy_Bliss=2.99, Synergy_Loewe=3.20, Synergy_HSA=3.45. (5) Drug 1: C1CC(=O)NC(=O)C1N2CC3=C(C2=O)C=CC=C3N. Drug 2: C1CC(=O)NC(=O)C1N2C(=O)C3=CC=CC=C3C2=O. Cell line: HCC-2998. Synergy scores: CSS=1.44, Synergy_ZIP=0.785, Synergy_Bliss=1.86, Synergy_Loewe=1.83, Synergy_HSA=0.466. (6) Synergy scores: CSS=2.70, Synergy_ZIP=-1.34, Synergy_Bliss=-1.08, Synergy_Loewe=-5.70, Synergy_HSA=-1.75. Cell line: SF-539. Drug 1: CS(=O)(=O)C1=CC(=C(C=C1)C(=O)NC2=CC(=C(C=C2)Cl)C3=CC=CC=N3)Cl. Drug 2: C(CN)CNCCSP(=O)(O)O.